Dataset: Catalyst prediction with 721,799 reactions and 888 catalyst types from USPTO. Task: Predict which catalyst facilitates the given reaction. (1) Reactant: Cl[C:2]1[C:7]([NH:8][C:9](=[O:23])[C:10]2[CH:15]=[C:14]([F:16])[C:13]([O:17][CH2:18][CH:19]3[CH2:21][CH2:20]3)=[CH:12][C:11]=2[F:22])=[CH:6][N:5]=[C:4]([O:24][CH2:25][C@@H:26]([NH:28][C:29](=[O:35])[O:30][C:31]([CH3:34])([CH3:33])[CH3:32])[CH3:27])[CH:3]=1.C(=O)([O-])[O-].[K+].[K+].O. Product: [CH:19]1([CH2:18][O:17][C:13]2[C:14]([F:16])=[CH:15][C:10]([C:9]3[O:23][C:2]4[CH:3]=[C:4]([O:24][CH2:25][C@@H:26]([NH:28][C:29](=[O:35])[O:30][C:31]([CH3:34])([CH3:33])[CH3:32])[CH3:27])[N:5]=[CH:6][C:7]=4[N:8]=3)=[C:11]([F:22])[CH:12]=2)[CH2:21][CH2:20]1. The catalyst class is: 122. (2) Reactant: Cl[C:2]1([C:19]2[CH:24]=[CH:23][CH:22]=[CH:21][CH:20]=2)[C:10]2[C:5](=[CH:6][CH:7]=[C:8]([C:11]3[C:12]([CH3:17])=[N:13][O:14][C:15]=3[CH3:16])[CH:9]=2)[NH:4][C:3]1=[O:18].[C:25]([O-:28])(=[O:27])[CH3:26].[Na+]. Product: [C:25]([O:28][C:2]1([C:19]2[CH:24]=[CH:23][CH:22]=[CH:21][CH:20]=2)[C:10]2[C:5](=[CH:6][CH:7]=[C:8]([C:11]3[C:12]([CH3:17])=[N:13][O:14][C:15]=3[CH3:16])[CH:9]=2)[NH:4][C:3]1=[O:18])(=[O:27])[CH3:26]. The catalyst class is: 12.